Predict which catalyst facilitates the given reaction. From a dataset of Catalyst prediction with 721,799 reactions and 888 catalyst types from USPTO. (1) Reactant: [CH2:1]([N:8]([CH2:27][C:28]1[CH:33]=[CH:32][CH:31]=[CH:30][CH:29]=1)[C@@H:9]([CH2:20][C:21]1[CH:26]=[CH:25][CH:24]=[CH:23][CH:22]=1)[C@@H:10]([CH:12]1[NH:18][C:17](=O)[CH:16]=[CH:15][CH2:14][CH2:13]1)[OH:11])[C:2]1[CH:7]=[CH:6][CH:5]=[CH:4][CH:3]=1.C(O)(=O)CC(CC(O)=O)(C(O)=O)O.C(OCC)(=O)C. Product: [NH:18]1[CH2:17][CH2:16][CH2:15][CH2:14][CH2:13][CH:12]1[C@@H:10]([OH:11])[C@@H:9]([N:8]([CH2:1][C:2]1[CH:7]=[CH:6][CH:5]=[CH:4][CH:3]=1)[CH2:27][C:28]1[CH:29]=[CH:30][CH:31]=[CH:32][CH:33]=1)[CH2:20][C:21]1[CH:26]=[CH:25][CH:24]=[CH:23][CH:22]=1. The catalyst class is: 165. (2) Reactant: [F:1][C:2]1[CH:7]=[CH:6][C:5]([C:8]([NH:10][C@H:11]([C:18]([N:20]2[CH2:25][CH2:24][N:23]([S:26]([CH3:29])(=[O:28])=[O:27])[CH2:22][CH2:21]2)=[O:19])[CH2:12][CH2:13][C:14]([O:16]C)=[O:15])=[O:9])=[CH:4][CH:3]=1.CO.[OH-].[Li+].Cl. Product: [F:1][C:2]1[CH:3]=[CH:4][C:5]([C:8]([NH:10][C@H:11]([C:18]([N:20]2[CH2:21][CH2:22][N:23]([S:26]([CH3:29])(=[O:27])=[O:28])[CH2:24][CH2:25]2)=[O:19])[CH2:12][CH2:13][C:14]([OH:16])=[O:15])=[O:9])=[CH:6][CH:7]=1. The catalyst class is: 6. (3) Reactant: [C:1]([N:4]1[CH2:9][CH2:8][C:7]2[O:10][C:11]([C:13]3[CH:18]=[CH:17][C:16]([OH:19])=[CH:15][CH:14]=3)=[N:12][C:6]=2[CH2:5]1)(=[O:3])[CH3:2].[K].CC1C=CC(S(O[C@H:32]2[CH2:35][C@@H:34]([N:36]3[CH2:41][CH2:40][CH2:39][CH2:38][CH2:37]3)[CH2:33]2)(=O)=O)=CC=1. Product: [C:1]([N:4]1[CH2:9][CH2:8][C:7]2[O:10][C:11]([C:13]3[CH:18]=[CH:17][C:16]([O:19][C@H:32]4[CH2:35][C@H:34]([N:36]5[CH2:41][CH2:40][CH2:39][CH2:38][CH2:37]5)[CH2:33]4)=[CH:15][CH:14]=3)=[N:12][C:6]=2[CH2:5]1)(=[O:3])[CH3:2]. The catalyst class is: 9. (4) Reactant: [CH3:1][O:2][C:3]1[CH:8]=[C:7]([O:9][CH3:10])[CH:6]=[CH:5][C:4]=1[C:11]1[CH:15]=[C:14]([CH2:16][CH2:17][CH:18]=O)[O:13][N:12]=1.[CH2:20]([N:27]1[CH2:32][CH2:31][NH:30][CH2:29][CH2:28]1)[C:21]1[CH:26]=[CH:25][CH:24]=[CH:23][CH:22]=1.[BH-](OC(C)=O)(OC(C)=O)OC(C)=O.[Na+]. Product: [CH3:1][O:2][C:3]1[CH:8]=[C:7]([O:9][CH3:10])[CH:6]=[CH:5][C:4]=1[C:11]1[CH:15]=[C:14]([CH2:16][CH2:17][CH2:18][N:30]2[CH2:31][CH2:32][N:27]([CH2:20][C:21]3[CH:22]=[CH:23][CH:24]=[CH:25][CH:26]=3)[CH2:28][CH2:29]2)[O:13][N:12]=1. The catalyst class is: 2. (5) Reactant: [Br:1][C:2]1[CH:11]=[CH:10][CH:9]=[C:8]2[C:3]=1[CH2:4][CH2:5][NH:6][C:7]2=[O:12].[H-].[Na+].Br[CH2:16][CH:17]1[CH2:19][CH2:18]1. Product: [Br:1][C:2]1[CH:11]=[CH:10][CH:9]=[C:8]2[C:3]=1[CH2:4][CH2:5][N:6]([CH2:16][CH:17]1[CH2:19][CH2:18]1)[C:7]2=[O:12]. The catalyst class is: 3. (6) Reactant: [Cl:1][C:2]1[N:7]=[C:6](Cl)[C:5]([N+:9]([O-:11])=[O:10])=[C:4]([Cl:12])[N:3]=1.[NH2:13][CH:14]1[CH2:19][CH2:18][N:17]([C:20]([O:22][C:23]([CH3:26])([CH3:25])[CH3:24])=[O:21])[CH2:16][CH2:15]1.CCN(CC)CC. Product: [C:23]([O:22][C:20]([N:17]1[CH2:18][CH2:19][CH:14]([NH:13][C:6]2[C:5]([N+:9]([O-:11])=[O:10])=[C:4]([Cl:12])[N:3]=[C:2]([Cl:1])[N:7]=2)[CH2:15][CH2:16]1)=[O:21])([CH3:26])([CH3:24])[CH3:25]. The catalyst class is: 168.